From a dataset of M1 muscarinic receptor agonist screen with 61,833 compounds. Binary Classification. Given a drug SMILES string, predict its activity (active/inactive) in a high-throughput screening assay against a specified biological target. The drug is Fc1ccc(Cn2c3c(nc2c2nonc2N)cccc3)cc1. The result is 0 (inactive).